Dataset: Reaction yield outcomes from USPTO patents with 853,638 reactions. Task: Predict the reaction yield, written as a fraction of the theoretical maximum amount of product (1.0 means a 100% yield; for example, 0.34 means a 34% yield). (1) The reactants are [CH3:1][N:2]1[C@@H:18]2[CH2:19][C:7]3[CH:8]=[CH:9][C:10]([O:22][CH3:23])=[C:11]4[O:12][C@H:13]5[C:14]([O:20]C)=[CH:15][CH:16]=[C:17]2[C@:5]5([C:6]=34)[CH2:4][CH2:3]1.C(O)=[O:25].OO.[OH-].[NH4+]. The catalyst is O.C(O)C. The product is [CH3:1][N:2]1[C@@H:18]2[CH2:19][C:7]3[CH:8]=[CH:9][C:10]([O:22][CH3:23])=[C:11]4[O:12][CH:13]5[C:14]([CH:15]=[CH:16][C@:17]2([OH:25])[C@:5]5([C:6]=34)[CH2:4][CH2:3]1)=[O:20]. The yield is 0.788. (2) The reactants are C[O:2][C:3](=[O:22])[CH2:4][CH2:5][C@H:6]1[CH2:11][CH2:10][C@H:9]([CH2:12][N:13]([C:15]([O:17][C:18]([CH3:21])([CH3:20])[CH3:19])=[O:16])[CH3:14])[CH2:8][CH2:7]1.[OH-].[K+]. The catalyst is C(O)C. The product is [C:18]([O:17][C:15]([N:13]([CH2:12][C@H:9]1[CH2:10][CH2:11][C@H:6]([CH2:5][CH2:4][C:3]([OH:22])=[O:2])[CH2:7][CH2:8]1)[CH3:14])=[O:16])([CH3:21])([CH3:19])[CH3:20]. The yield is 0.950. (3) The reactants are C([O:3][C:4]([C:6]1[CH:7]=[N:8][N:9]2[C:14]([C:15]([F:18])([F:17])[F:16])=[CH:13][C:12]([C:19]3[CH:24]=[CH:23][C:22]([C:25]([F:28])([F:27])[F:26])=[CH:21][CH:20]=3)=[CH:11][C:10]=12)=[O:5])C.O[Li].O.Cl. The catalyst is C1COCC1.CO.O. The product is [F:18][C:15]([F:16])([F:17])[C:14]1[N:9]2[N:8]=[CH:7][C:6]([C:4]([OH:5])=[O:3])=[C:10]2[CH:11]=[C:12]([C:19]2[CH:20]=[CH:21][C:22]([C:25]([F:26])([F:27])[F:28])=[CH:23][CH:24]=2)[CH:13]=1. The yield is 0.960. (4) The reactants are S(Cl)(Cl)=O.[Br:5][C:6]1[CH:7]=[N:8][CH:9]=[C:10]2[C:15]=1[N:14]=[C:13]([C:16]([OH:18])=O)[CH:12]=[CH:11]2.[CH3:19][O:20][C:21]1[CH:28]=[CH:27][C:24]([CH2:25][NH2:26])=[CH:23][CH:22]=1.C(N(CC)CC)C.C([O-])(O)=O.[Na+]. The catalyst is CN(C=O)C. The product is [Br:5][C:6]1[CH:7]=[N:8][CH:9]=[C:10]2[C:15]=1[N:14]=[C:13]([C:16]([NH:26][CH2:25][C:24]1[CH:27]=[CH:28][C:21]([O:20][CH3:19])=[CH:22][CH:23]=1)=[O:18])[CH:12]=[CH:11]2. The yield is 0.270. (5) The reactants are [Br:1][C:2]1[CH:3]=[C:4]2[C:8](=[CH:9][C:10]=1[N+:11]([O-])=O)[NH:7][CH:6]=[CH:5]2. The catalyst is C(O)C.[Ni]. The product is [Br:1][C:2]1[CH:3]=[C:4]2[C:8](=[CH:9][C:10]=1[NH2:11])[NH:7][CH:6]=[CH:5]2. The yield is 0.300. (6) The reactants are Cl[C:2]1[N:7]=[C:6]([Cl:8])[C:5]([C:9]([F:12])([F:11])[F:10])=[CH:4][N:3]=1.ClC(Cl)C.CCOCC.[NH2:22][C:23]1[CH:28]=[CH:27][C:26]([CH:29]2[CH2:34][CH2:33][N:32]([C:35]([O:37][C:38]([CH3:41])([CH3:40])[CH3:39])=[O:36])[CH2:31][CH2:30]2)=[CH:25][C:24]=1[O:42][CH3:43].C(N(CC)CC)C. The catalyst is [Cl-].[Zn+2].[Cl-].C(O)(C)(C)C. The product is [Cl:8][C:6]1[C:5]([C:9]([F:12])([F:11])[F:10])=[CH:4][N:3]=[C:2]([NH:22][C:23]2[CH:28]=[CH:27][C:26]([CH:29]3[CH2:30][CH2:31][N:32]([C:35]([O:37][C:38]([CH3:39])([CH3:40])[CH3:41])=[O:36])[CH2:33][CH2:34]3)=[CH:25][C:24]=2[O:42][CH3:43])[N:7]=1. The yield is 0.640. (7) The reactants are [F:1][C:2]1[CH:7]=[CH:6][C:5]([N:8]2[CH:13]=[CH:12][CH:11]=[C:10]([C:14]([OH:16])=O)[C:9]2=[O:17])=[CH:4][CH:3]=1.CCN=C=NCCCN(C)C.C1C=CC2N(O)N=NC=2C=1.[CH3:39][O:40][C:41]1[CH:66]=[CH:65][C:44]([CH2:45][N:46]2[C:50]3=[N:51][CH:52]=[CH:53][C:54]([O:55][C:56]4[CH:61]=[CH:60][C:59]([NH2:62])=[CH:58][C:57]=4[F:63])=[C:49]3[C:48]([CH3:64])=[N:47]2)=[CH:43][CH:42]=1.CCN(CC)CC. The catalyst is CN(C=O)C.CCOC(C)=O. The product is [F:63][C:57]1[CH:58]=[C:59]([NH:62][C:14]([C:10]2[C:9](=[O:17])[N:8]([C:5]3[CH:4]=[CH:3][C:2]([F:1])=[CH:7][CH:6]=3)[CH:13]=[CH:12][CH:11]=2)=[O:16])[CH:60]=[CH:61][C:56]=1[O:55][C:54]1[CH:53]=[CH:52][N:51]=[C:50]2[N:46]([CH2:45][C:44]3[CH:65]=[CH:66][C:41]([O:40][CH3:39])=[CH:42][CH:43]=3)[N:47]=[C:48]([CH3:64])[C:49]=12. The yield is 0.960.